This data is from Forward reaction prediction with 1.9M reactions from USPTO patents (1976-2016). The task is: Predict the product of the given reaction. (1) Given the reactants [Cl:1][C:2]1[CH:8]=[CH:7][C:6]([N+:9]([O-:11])=[O:10])=[CH:5][C:3]=1[NH2:4].[C:12](Cl)(=[O:17])[C:13]([CH3:16])([CH3:15])[CH3:14], predict the reaction product. The product is: [Cl:1][C:2]1[CH:8]=[CH:7][C:6]([N+:9]([O-:11])=[O:10])=[CH:5][C:3]=1[NH:4][C:12](=[O:17])[C:13]([CH3:16])([CH3:15])[CH3:14]. (2) Given the reactants [Br:1][C:2]1[CH:3]=[C:4]2[C:8](=[CH:9][CH:10]=1)[NH:7][CH:6]=[C:5]2[CH3:11].[H-].[Na+].[CH3:14][O:15][C:16]1[CH:21]=[CH:20][C:19]([S:22](Cl)(=[O:24])=[O:23])=[CH:18][C:17]=1[N:26]1[CH2:31][CH2:30][N:29]([C:32](=[O:37])[C:33]([Cl:36])([Cl:35])[Cl:34])[CH2:28][CH2:27]1, predict the reaction product. The product is: [Br:1][C:2]1[CH:3]=[C:4]2[C:8](=[CH:9][CH:10]=1)[N:7]([S:22]([C:19]1[CH:20]=[CH:21][C:16]([O:15][CH3:14])=[C:17]([N:26]3[CH2:27][CH2:28][N:29]([C:32](=[O:37])[C:33]([Cl:36])([Cl:34])[Cl:35])[CH2:30][CH2:31]3)[CH:18]=1)(=[O:23])=[O:24])[CH:6]=[C:5]2[CH3:11]. (3) Given the reactants [OH2:1].O.P([O-])(O)(O)=O.[Na+].CC(=CC)C.Cl([O-])=O.[Na+].[F:18][C:19]([F:28])([F:27])[C:20]1[N:21]=[C:22]([CH:25]=[O:26])[NH:23][CH:24]=1, predict the reaction product. The product is: [F:28][C:19]([F:18])([F:27])[C:20]1[N:21]=[C:22]([C:25]([OH:1])=[O:26])[NH:23][CH:24]=1. (4) Given the reactants [CH2:11]([C:8]1[CH:9]=[C:10]([CH:14]=[CH:15][CH:16]=1)[C:11]([OH:12])=[O:12])[C:10]1[CH:14]=[CH:15][CH:16]=[CH:8][CH:9]=1.C(Cl)(=O)C(Cl)=O.[NH4+:23].[OH-], predict the reaction product. The product is: [C:11]([NH2:23])(=[O:12])[C:10]1[CH:14]=[CH:15][CH:16]=[CH:8][CH:9]=1. (5) Given the reactants CC(=C)C[O:4][C:5]1[CH:6]=[C:7]([CH:12]=[CH:13][C:14]=1[N+:15]([O-:17])=[O:16])[C:8]([O:10][CH3:11])=[O:9], predict the reaction product. The product is: [OH:4][C:5]1[C:6]([CH2:8][C:7]([CH3:12])=[CH2:6])=[C:7]([CH:12]=[CH:13][C:14]=1[N+:15]([O-:17])=[O:16])[C:8]([O:10][CH3:11])=[O:9]. (6) Given the reactants [NH2:1][C:2]1[CH:7]=[C:6](Cl)[CH:5]=[CH:4][N:3]=1.[CH3:9][C:10]1[CH:11]=[C:12]([OH:19])[CH:13]=[CH:14][C:15]=1[N+:16]([O-:18])=[O:17].C(N(C(C)C)CC)(C)C, predict the reaction product. The product is: [CH3:9][C:10]1[CH:11]=[C:12]([CH:13]=[CH:14][C:15]=1[N+:16]([O-:18])=[O:17])[O:19][C:6]1[CH:5]=[CH:4][N:3]=[C:2]([NH2:1])[CH:7]=1. (7) Given the reactants [CH3:1][Mg]Br.[Br:4][C:5]1[CH:6]=[C:7]([N:16]([CH3:18])[CH3:17])[C:8]([O:14][CH3:15])=[C:9]([C:11](=[O:13])[CH3:12])[CH:10]=1.[Cl-].[NH4+], predict the reaction product. The product is: [Br:4][C:5]1[CH:6]=[C:7]([N:16]([CH3:18])[CH3:17])[C:8]([O:14][CH3:15])=[C:9]([C:11]([OH:13])([CH3:1])[CH3:12])[CH:10]=1. (8) Given the reactants [NH2:1][C@@H:2]1[CH2:7][CH2:6][C@H:5]([NH:8][C:9]2[N:14]=[C:13]([N:15]([CH3:17])[CH3:16])[CH:12]=[C:11]([CH3:18])[N:10]=2)[CH2:4][CH2:3]1.[Cl:19][C:20]1[CH:28]=[CH:27][C:23]([C:24](O)=[O:25])=[CH:22][C:21]=1[F:29].C1C=CC2N(O)N=NC=2C=1.O.CCN=C=NCCCN(C)C.Cl.C([O-])(O)=O.[Na+], predict the reaction product. The product is: [ClH:19].[Cl:19][C:20]1[CH:28]=[CH:27][C:23]([C:24]([NH:1][C@H:2]2[CH2:3][CH2:4][C@@H:5]([NH:8][C:9]3[N:14]=[C:13]([N:15]([CH3:17])[CH3:16])[CH:12]=[C:11]([CH3:18])[N:10]=3)[CH2:6][CH2:7]2)=[O:25])=[CH:22][C:21]=1[F:29]. (9) Given the reactants [CH2:1]([O:8][C@H:9]1[C@H:14]([O:15][CH2:16][C:17]2[CH:22]=[CH:21][CH:20]=[CH:19][CH:18]=2)[C@@H:13]([O:23][CH2:24][C:25]2[CH:30]=[CH:29][CH:28]=[CH:27][CH:26]=2)[C@@H:12]([OH:31])[CH:11]=[C:10]1[CH2:32][O:33][CH2:34][C:35]1[CH:40]=[CH:39][CH:38]=[CH:37][CH:36]=1)[C:2]1[CH:7]=[CH:6][CH:5]=[CH:4][CH:3]=1.C1(P(C2C=CC=CC=2)C2C=CC=CC=2)C=CC=CC=1.[Cl:60][C:61]1[CH:66]=[CH:65][C:64](O)=[C:63]([CH2:68][C:69]2[CH:74]=[CH:73][C:72]([CH2:75][CH3:76])=[CH:71][CH:70]=2)[CH:62]=1.CC(OC(/N=N/C(OC(C)C)=O)=O)C, predict the reaction product. The product is: [CH2:34]([O:33][CH2:32][C:10]1[C@@H:9]([O:8][CH2:1][C:2]2[CH:7]=[CH:6][CH:5]=[CH:4][CH:3]=2)[C@H:14]([O:15][CH2:16][C:17]2[CH:22]=[CH:21][CH:20]=[CH:19][CH:18]=2)[C@@H:13]([O:23][CH2:24][C:25]2[CH:26]=[CH:27][CH:28]=[CH:29][CH:30]=2)[C@H:12]([O:31][C:64]2[CH:65]=[CH:66][C:61]([Cl:60])=[CH:62][C:63]=2[CH2:68][C:69]2[CH:70]=[CH:71][C:72]([CH2:75][CH3:76])=[CH:73][CH:74]=2)[CH:11]=1)[C:35]1[CH:36]=[CH:37][CH:38]=[CH:39][CH:40]=1.